From a dataset of Full USPTO retrosynthesis dataset with 1.9M reactions from patents (1976-2016). Predict the reactants needed to synthesize the given product. (1) Given the product [CH3:23][N:21]1[CH:22]=[C:18]([NH:17][C:15]([C:13]2[CH:12]=[CH:11][CH:10]=[C:9]([C:7]3[CH:6]=[N:5][N:4]([CH2:3][CH2:2][Cl:1])[CH:8]=3)[N:14]=2)=[O:16])[C:19]([C:24](=[O:25])[NH:78][CH2:77][CH:73]2[O:74][CH2:75][CH2:76][NH:71][CH2:72]2)=[N:20]1, predict the reactants needed to synthesize it. The reactants are: [Cl:1][CH2:2][CH2:3][N:4]1[CH:8]=[C:7]([C:9]2[N:14]=[C:13]([C:15]([NH:17][C:18]3[C:19]([C:24]([O-])=[O:25])=[N:20][N:21]([CH3:23])[CH:22]=3)=[O:16])[CH:12]=[CH:11][CH:10]=2)[CH:6]=[N:5]1.[Li+].F[P-](F)(F)(F)(F)F.N1(O[P+](N(C)C)(N(C)C)N(C)C)C2C=CC=CC=2N=N1.C(N(C(C)C)C(C)C)C.C(OC([N:71]1[CH2:76][CH2:75][O:74][CH:73]([CH2:77][NH2:78])[CH2:72]1)=O)(C)(C)C.Cl. (2) Given the product [CH3:20][C:16]1([CH3:21])[NH:15][C:14](=[O:22])[C:13]2[S:12][C:11]([N:7]3[C:6]4[CH:23]=[C:2]([NH:1][CH2:30][C:29]5[N:25]([CH3:24])[CH:26]=[N:27][CH:28]=5)[CH:3]=[CH:4][C:5]=4[O:10][CH2:9][CH2:8]3)=[N:19][C:18]=2[CH2:17]1, predict the reactants needed to synthesize it. The reactants are: [NH2:1][C:2]1[CH:3]=[CH:4][C:5]2[O:10][CH2:9][CH2:8][N:7]([C:11]3[S:12][C:13]4[C:14](=[O:22])[NH:15][C:16]([CH3:21])([CH3:20])[CH2:17][C:18]=4[N:19]=3)[C:6]=2[CH:23]=1.[CH3:24][N:25]1[C:29]([CH:30]=O)=[CH:28][N:27]=[CH:26]1.C([BH3-])#N.[Na+]. (3) The reactants are: Br[C:2]1[S:6][C:5]([NH:7][C:8]([NH:10][C:11]2[CH:16]=[CH:15][C:14]([CH3:17])=[CH:13][C:12]=2[C:18]([CH:20]2[CH2:24][CH2:23][CH2:22][CH2:21]2)=[O:19])=[O:9])=[N:4][CH:3]=1.[CH3:25][O:26][C:27](=[O:30])[CH2:28][SH:29]. Given the product [CH3:25][O:26][C:27](=[O:30])[CH2:28][S:29][C:2]1[S:6][C:5]([NH:7][C:8]([NH:10][C:11]2[CH:16]=[CH:15][C:14]([CH3:17])=[CH:13][C:12]=2[C:18]([CH:20]2[CH2:24][CH2:23][CH2:22][CH2:21]2)=[O:19])=[O:9])=[N:4][CH:3]=1, predict the reactants needed to synthesize it. (4) The reactants are: Cl.[C:2]([C:4]1[C:5](O)=[C:6]([C:10]2[N:20]=[CH:19][CH:18]=[CH:17][C:11]=2[C:12]([O:14][CH2:15][CH3:16])=[O:13])[CH:7]=[CH:8][CH:9]=1)#[N:3].C(O[K])(C)(C)C.C1(P(C2C=CC=CC=2)C2C=CC=CC=2)C=CC=CC=1.CCOC(/N=N/C(OCC)=O)=O.C1(C)C=CC=CC=1.[Cl:66][C:67]1[CH:75]=[CH:74][CH:73]=[CH:72][C:68]=1[CH2:69][CH2:70][OH:71]. Given the product [Cl:66][C:67]1[CH:75]=[CH:74][CH:73]=[CH:72][C:68]=1[CH2:69][CH2:70][O:71][C:9]1[CH:8]=[CH:7][C:6]([C:10]2[N:20]=[CH:19][CH:18]=[CH:17][C:11]=2[C:12]([O:14][CH2:15][CH3:16])=[O:13])=[CH:5][C:4]=1[C:2]#[N:3], predict the reactants needed to synthesize it.